From a dataset of Catalyst prediction with 721,799 reactions and 888 catalyst types from USPTO. Predict which catalyst facilitates the given reaction. (1) Reactant: [N:1]1[CH:6]=[CH:5][CH:4]=[CH:3][C:2]=1[N:7]([CH2:41][CH2:42][C:43]([O:45]CC)=[O:44])[C:8]([C:10]1[CH:40]=[CH:39][C:13]2[N:14]([CH3:38])[C:15]([CH2:17][NH:18][C:19]3[CH:24]=[CH:23][C:22]([C:25](=[NH:37])[NH:26][C:27]([O:29][CH2:30][C:31]4[CH:36]=[CH:35][CH:34]=[CH:33][CH:32]=4)=[O:28])=[CH:21][CH:20]=3)=[N:16][C:12]=2[CH:11]=1)=[O:9].[OH-].[Na+]. Product: [N:1]1[CH:6]=[CH:5][CH:4]=[CH:3][C:2]=1[N:7]([CH2:41][CH2:42][C:43]([OH:45])=[O:44])[C:8]([C:10]1[CH:40]=[CH:39][C:13]2[N:14]([CH3:38])[C:15]([CH2:17][NH:18][C:19]3[CH:20]=[CH:21][C:22]([C:25](=[NH:37])[NH:26][C:27]([O:29][CH2:30][C:31]4[CH:32]=[CH:33][CH:34]=[CH:35][CH:36]=4)=[O:28])=[CH:23][CH:24]=3)=[N:16][C:12]=2[CH:11]=1)=[O:9]. The catalyst class is: 98. (2) Reactant: [NH2:1][C:2]1[N:3]([C:17]2[CH:22]=[CH:21][CH:20]=[CH:19][CH:18]=2)[N:4]=[C:5]2[C:14]3[CH:13]=[CH:12][C:11]([NH2:15])=[CH:10][C:9]=3[NH:8][C:7](=[O:16])[C:6]=12.Cl[CH2:24][C:25](Cl)=[O:26].C(N(CC)CC)C.[CH3:35][N:36]1[CH2:41][CH2:40][NH:39][CH2:38][CH2:37]1. Product: [NH2:1][C:2]1[N:3]([C:17]2[CH:22]=[CH:21][CH:20]=[CH:19][CH:18]=2)[N:4]=[C:5]2[C:14]3[CH:13]=[CH:12][C:11]([NH:15][C:25](=[O:26])[CH2:24][N:39]4[CH2:40][CH2:41][N:36]([CH3:35])[CH2:37][CH2:38]4)=[CH:10][C:9]=3[NH:8][C:7](=[O:16])[C:6]=12. The catalyst class is: 132. (3) Reactant: CS(O[CH2:6][CH2:7][O:8][C:9]1[CH:10]=[CH:11][C:12]([C:24]2[NH:33][C:32](=[O:34])[C:31]3[C:26](=[CH:27][C:28]([O:37][CH3:38])=[CH:29][C:30]=3[O:35][CH3:36])[N:25]=2)=[N:13][C:14]=1[C:15]1[CH:20]=[CH:19][C:18]([S:21]([CH3:23])=[O:22])=[CH:17][CH:16]=1)(=O)=O.[NH:39]1[CH2:43][CH2:42][CH2:41][CH2:40]1.[I-].[Na+].CS(C)=O. Product: [CH3:36][O:35][C:30]1[CH:29]=[C:28]([O:37][CH3:38])[CH:27]=[C:26]2[C:31]=1[C:32](=[O:34])[NH:33][C:24]([C:12]1[CH:11]=[CH:10][C:9]([O:8][CH2:7][CH2:6][N:39]3[CH2:43][CH2:42][CH2:41][CH2:40]3)=[C:14]([C:15]3[CH:16]=[CH:17][C:18]([S:21]([CH3:23])=[O:22])=[CH:19][CH:20]=3)[N:13]=1)=[N:25]2. The catalyst class is: 22. (4) Reactant: [Br:1][C:2]1[CH:7]=[CH:6][C:5]([I:8])=[CH:4][C:3]=1[C:9]([C:11]1[CH:12]=[C:13]2[C:18](=[CH:19][CH:20]=1)[O:17][CH2:16][CH2:15][CH2:14]2)=O.C([SiH](CC)CC)C. Product: [Br:1][C:2]1[CH:7]=[CH:6][C:5]([I:8])=[CH:4][C:3]=1[CH2:9][C:11]1[CH:12]=[C:13]2[C:18](=[CH:19][CH:20]=1)[O:17][CH2:16][CH2:15][CH2:14]2. The catalyst class is: 245. (5) Reactant: C(OC(=O)[NH:7][C@H:8]([C:19](=O)[NH:20][C:21]1[CH:26]=[CH:25][C:24]([F:27])=[CH:23][C:22]=1[NH:28][C:29]1[CH:34]=[CH:33][CH:32]=[CH:31][CH:30]=1)[CH2:9][CH2:10][O:11][CH2:12][C:13]1[CH:18]=[CH:17][CH:16]=[CH:15][CH:14]=1)(C)(C)C. Product: [CH2:12]([O:11][CH2:10][CH2:9][C@H:8]([NH2:7])[C:19]1[N:28]([C:29]2[CH:34]=[CH:33][CH:32]=[CH:31][CH:30]=2)[C:22]2[CH:23]=[C:24]([F:27])[CH:25]=[CH:26][C:21]=2[N:20]=1)[C:13]1[CH:18]=[CH:17][CH:16]=[CH:15][CH:14]=1. The catalyst class is: 89. (6) The catalyst class is: 604. Reactant: [N+:1]([C:4]1[CH:5]=[C:6]([NH:10][C:11]([N:13]2[CH2:17][CH2:16][CH2:15][CH2:14]2)=[O:12])[CH:7]=[CH:8][CH:9]=1)([O-])=O. Product: [NH2:1][C:4]1[CH:5]=[C:6]([NH:10][C:11]([N:13]2[CH2:17][CH2:16][CH2:15][CH2:14]2)=[O:12])[CH:7]=[CH:8][CH:9]=1. (7) Reactant: [OH-].[Li+].[Cl:3][C:4]1[C:5](I)=[CH:6][C:7]2[N:11]=[C:10]([O:12][C@H:13]3[C@H:17]4[O:18][CH2:19][C@@H:20]([OH:21])[C@H:16]4[O:15][CH2:14]3)[N:9]([CH2:22][O:23][CH2:24][CH2:25][Si:26]([CH3:29])([CH3:28])[CH3:27])[C:8]=2[CH:30]=1.CC1(C)C(C)(C)OB([C:40]2[CH:45]=[CH:44][C:43]([C:46]3[CH:51]=[CH:50][C:49]([N:52]4[CH:56]=[N:55][CH:54]=[N:53]4)=[CH:48][CH:47]=3)=[CH:42][CH:41]=2)O1.[Cl-].[NH4+]. Product: [N:52]1([C:49]2[CH:48]=[CH:47][C:46]([C:43]3[CH:44]=[CH:45][C:40]([C:5]4[C:4]([Cl:3])=[CH:30][C:8]5[N:9]([CH2:22][O:23][CH2:24][CH2:25][Si:26]([CH3:27])([CH3:28])[CH3:29])[C:10]([O:12][C@H:13]6[C@H:17]7[O:18][CH2:19][C@@H:20]([OH:21])[C@H:16]7[O:15][CH2:14]6)=[N:11][C:7]=5[CH:6]=4)=[CH:41][CH:42]=3)=[CH:51][CH:50]=2)[CH:56]=[N:55][CH:54]=[N:53]1. The catalyst class is: 38. (8) Reactant: CS(O[CH2:6][CH2:7][CH2:8][CH2:9][CH2:10][CH2:11][CH2:12][CH2:13]/[CH:14]=[CH:15]\[CH2:16]/[CH:17]=[CH:18]\[CH2:19][CH2:20][CH2:21][CH2:22][CH3:23])(=O)=O.[Br-:24].[Mg+2].[Br-]. Product: [CH2:6]([Br:24])[CH2:7][CH2:8][CH2:9][CH2:10][CH2:11][CH2:12][CH2:13]/[CH:14]=[CH:15]\[CH2:16]/[CH:17]=[CH:18]\[CH2:19][CH2:20][CH2:21][CH2:22][CH3:23]. The catalyst class is: 28. (9) Reactant: [Ge:1]([Cl:5])([Cl:4])([Cl:3])[Cl:2].[CH2:6]([Al:8]([CH2:11][CH3:12])[CH2:9][CH3:10])[CH3:7].C(N(CCC)CCC)CC.C([Al](CC)CC)C.C(N(CCC)CCC)CC. Product: [Ge:1]([Cl:5])([Cl:4])([Cl:3])[Cl:2].[Al:8]([CH2:11][CH3:12])([CH2:9][CH3:10])[CH2:6][CH3:7]. The catalyst class is: 81. (10) Reactant: [NH:1]([C:12]([O:14][C:15]([CH3:18])([CH3:17])[CH3:16])=[O:13])[C@H:2]([C:4]([NH:6][C@H:7]([C:9]([OH:11])=O)[CH3:8])=[O:5])[CH3:3].CN1CCOCC1.Br.[NH2:27][CH2:28][CH2:29][CH2:30][Br:31].CN(C=O)C. Product: [NH:1]([C:12]([O:14][C:15]([CH3:18])([CH3:17])[CH3:16])=[O:13])[C@H:2]([C:4]([NH:6][C@H:7]([C:9]([NH:27][CH2:28][CH2:29][CH2:30][Br:31])=[O:11])[CH3:8])=[O:5])[CH3:3]. The catalyst class is: 1.